This data is from M1 muscarinic receptor antagonist screen with 61,756 compounds. The task is: Binary Classification. Given a drug SMILES string, predict its activity (active/inactive) in a high-throughput screening assay against a specified biological target. (1) The drug is S(=O)(=O)(NC(C)C)c1ccc(OCC(=O)N2CCN(CC2)Cc2ccccc2)cc1. The result is 0 (inactive). (2) The compound is O(C(=O)c1c(n2nc(cc2C)C)nc(n2nc(cc2C)C)nc1)CC. The result is 0 (inactive). (3) The compound is O=C(NCC1CCN(CC1)Cc1cc(ccc1)C)CCc1onc(n1)c1ccc(OC)cc1. The result is 1 (active). (4) The compound is o1c(NCc2ccc(cc2)C)c(nc1c1occc1)C#N. The result is 0 (inactive). (5) The molecule is S=c1n(\N=C\c2ccc(N(CC)CC)cc2)c(=O)c(n[nH]1)C. The result is 0 (inactive).